This data is from Forward reaction prediction with 1.9M reactions from USPTO patents (1976-2016). The task is: Predict the product of the given reaction. (1) The product is: [Br:39][C:37]1[CH:36]=[CH:35][C:34]([F:40])=[C:33]([C@:17]23[CH2:31][O:32][C@@H:14]([CH2:13][OH:12])[CH2:15][C@H:16]2[CH2:21][S:20][C:19]([NH:22][C:23](=[O:30])[C:24]2[CH:25]=[CH:26][CH:27]=[CH:28][CH:29]=2)=[N:18]3)[CH:38]=1. Given the reactants B(Cl)(Cl)Cl.C([O:12][CH2:13][C@@H:14]1[O:32][CH2:31][C@:17]2([C:33]3[CH:38]=[C:37]([Br:39])[CH:36]=[CH:35][C:34]=3[F:40])[N:18]=[C:19]([NH:22][C:23](=[O:30])[C:24]3[CH:29]=[CH:28][CH:27]=[CH:26][CH:25]=3)[S:20][CH2:21][C@@H:16]2[CH2:15]1)C1C=CC=CC=1, predict the reaction product. (2) Given the reactants [N:1]1([C:5]2[N:9](COCC[Si](C)(C)C)[C:8]3[CH:18]=[CH:19][CH:20]=[CH:21][C:7]=3[N:6]=2)[CH2:4][CH2:3][CH2:2]1.[O-]CC.[Na+], predict the reaction product. The product is: [N:1]1([C:5]2[NH:6][C:7]3[CH:21]=[CH:20][CH:19]=[CH:18][C:8]=3[N:9]=2)[CH2:4][CH2:3][CH2:2]1. (3) Given the reactants [C:1]([O:5][C:6]([NH:8][C@H:9]1[CH2:15][CH2:14][CH2:13][CH2:12][N:11](C(OCC2C=CC=CC=2)=O)[CH2:10]1)=[O:7])([CH3:4])([CH3:3])[CH3:2].[H][H], predict the reaction product. The product is: [NH:11]1[CH2:12][CH2:13][CH2:14][CH2:15][C@H:9]([NH:8][C:6](=[O:7])[O:5][C:1]([CH3:3])([CH3:2])[CH3:4])[CH2:10]1. (4) The product is: [CH:12]1([CH2:11][O:10][C:9]2[CH:8]=[CH:7][C:4]([CH:5]=[O:6])=[CH:3][C:2]=2[C:20]2[CH:21]=[CH:22][C:17]([O:16][CH3:15])=[CH:18][CH:19]=2)[CH2:14][CH2:13]1. Given the reactants Br[C:2]1[CH:3]=[C:4]([CH:7]=[CH:8][C:9]=1[O:10][CH2:11][CH:12]1[CH2:14][CH2:13]1)[CH:5]=[O:6].[CH3:15][O:16][C:17]1[CH:22]=[CH:21][C:20](B(O)O)=[CH:19][CH:18]=1.C(=O)([O-])[O-].[K+].[K+], predict the reaction product. (5) Given the reactants [C:1]1([C:7]2[C:15]3[C:14](=[O:16])[N:13]([CH2:17][C:18]([F:21])([F:20])[F:19])[CH:12]=[N:11][C:10]=3[O:9][CH:8]=2)[CH:6]=[CH:5][CH:4]=[CH:3][CH:2]=1.[Br:22]Br, predict the reaction product. The product is: [Br:22][C:8]1[O:9][C:10]2[N:11]=[CH:12][N:13]([CH2:17][C:18]([F:19])([F:20])[F:21])[C:14](=[O:16])[C:15]=2[C:7]=1[C:1]1[CH:2]=[CH:3][CH:4]=[CH:5][CH:6]=1. (6) Given the reactants [CH3:1][N:2]([CH3:6])[CH2:3][CH2:4][NH2:5].Cl[C:8]1[N:9]=[N+:10]([O-:21])[C:11]2[CH:20]=[C:19]3[C:15]([CH2:16][CH2:17][CH2:18]3)=[CH:14][C:12]=2[N:13]=1, predict the reaction product. The product is: [CH3:1][N:2]([CH3:6])[CH2:3][CH2:4][NH:5][C:8]1[N:9]=[N+:10]([O-:21])[C:11]2[CH:20]=[C:19]3[C:15]([CH2:16][CH2:17][CH2:18]3)=[CH:14][C:12]=2[N:13]=1.